Dataset: Full USPTO retrosynthesis dataset with 1.9M reactions from patents (1976-2016). Task: Predict the reactants needed to synthesize the given product. (1) Given the product [CH3:1][N:2]1[CH2:3][CH2:4][N:5]([C:8]2[CH:13]=[CH:12][C:11]([NH:14][C:28]([C:26]3[O:27][C:23]([C:21]#[N:22])=[CH:24][CH:25]=3)=[O:29])=[C:10]([C:15]3[S:16][CH:17]=[CH:18][C:19]=3[CH3:20])[CH:9]=2)[CH2:6][CH2:7]1, predict the reactants needed to synthesize it. The reactants are: [CH3:1][N:2]1[CH2:7][CH2:6][N:5]([C:8]2[CH:13]=[CH:12][C:11]([NH2:14])=[C:10]([C:15]3[S:16][CH:17]=[CH:18][C:19]=3[CH3:20])[CH:9]=2)[CH2:4][CH2:3]1.[C:21]([C:23]1[O:27][C:26]([C:28](Cl)=[O:29])=[CH:25][CH:24]=1)#[N:22].CCN(C(C)C)C(C)C. (2) Given the product [SH:4][CH:5]1[CH2:6][N:7]([C:9]([O:11][C:12]([CH3:15])([CH3:14])[CH3:13])=[O:10])[CH2:8]1, predict the reactants needed to synthesize it. The reactants are: C([S:4][CH:5]1[CH2:8][N:7]([C:9]([O:11][C:12]([CH3:15])([CH3:14])[CH3:13])=[O:10])[CH2:6]1)(=O)C.C(=O)([O-])[O-].[K+].[K+].Cl.